From a dataset of Reaction yield outcomes from USPTO patents with 853,638 reactions. Predict the reaction yield, written as a fraction of the theoretical maximum amount of product (1.0 means a 100% yield; for example, 0.34 means a 34% yield). (1) The reactants are [Cl:1][C:2]1[CH:3]=[C:4]([N:9]2[CH2:14][CH2:13][NH:12][CH2:11][CH2:10]2)[CH:5]=[CH:6][C:7]=1[Cl:8].[O:15]1[CH2:17][CH:16]1[CH2:18]OS(C1C=CC=C([N+]([O-])=O)C=1)(=O)=O. No catalyst specified. The product is [Cl:1][C:2]1[CH:3]=[C:4]([N:9]2[CH2:14][CH2:13][N:12]([CH2:18][CH:16]3[CH2:17][O:15]3)[CH2:11][CH2:10]2)[CH:5]=[CH:6][C:7]=1[Cl:8]. The yield is 0.970. (2) The reactants are [CH2:1]([NH:3][CH2:4][CH3:5])[CH3:2].[O:6]=[C:7]1[CH2:12][CH2:11][CH2:10][CH2:9][CH:8]1[C:13]([OH:15])=O.[Br:16]Br. The catalyst is C(OCC)C. The product is [CH2:1]([N:3]([CH2:4][CH3:5])[C:13]([CH:8]1[CH2:9][CH2:10][CH2:11][CH:12]([Br:16])[C:7]1=[O:6])=[O:15])[CH3:2]. The yield is 1.09. (3) The reactants are [CH3:1][S:2](Cl)(=[O:4])=[O:3].[C:6]([O:10][C:11]([NH:13][C:14]1[CH:19]=[CH:18][CH:17]=[CH:16][C:15]=1[NH:20][C:21]([C:23]1[CH:28]=[CH:27][C:26]([CH2:29][OH:30])=[CH:25][N:24]=1)=[O:22])=[O:12])([CH3:9])([CH3:8])[CH3:7].C(N(CC)CC)C.O. The catalyst is ClCCl. The product is [C:6]([O:10][C:11]([NH:13][C:14]1[CH:19]=[CH:18][CH:17]=[CH:16][C:15]=1[NH:20][C:21]([C:23]1[CH:28]=[CH:27][C:26]([CH2:29][O:30][S:2]([CH3:1])(=[O:4])=[O:3])=[CH:25][N:24]=1)=[O:22])=[O:12])([CH3:9])([CH3:7])[CH3:8]. The yield is 0.940. (4) The reactants are [Br:1][C:2]1[CH:7]=[C:6]([NH2:8])[C:5]([NH2:9])=[C:4]([F:10])[CH:3]=1.Cl.[CH3:12][C:13](=O)CC(=O)C.C(=O)(O)[O-].[Na+]. The catalyst is C(O)C. The product is [Br:1][C:2]1[CH:3]=[C:4]([F:10])[C:5]2[N:9]=[C:12]([CH3:13])[NH:8][C:6]=2[CH:7]=1. The yield is 0.820. (5) The reactants are [CH3:1][N:2]([CH3:35])[C@@H:3]1[CH2:7][CH2:6][N:5]([C:8]2[C:13]([N+:14]([O-])=O)=[CH:12][C:11]([NH:17][C:18]3[N:23]=[C:22]([C:24]4[CH:25]=[N:26][N:27]5[CH:32]=[CH:31][CH:30]=[CH:29][C:28]=45)[CH:21]=[CH:20][N:19]=3)=[C:10]([O:33][CH3:34])[CH:9]=2)[CH2:4]1.[NH4+].[Cl-].C(O)C. The catalyst is [Fe].O. The product is [CH3:35][N:2]([CH3:1])[C@@H:3]1[CH2:7][CH2:6][N:5]([C:8]2[CH:9]=[C:10]([O:33][CH3:34])[C:11]([NH:17][C:18]3[N:23]=[C:22]([C:24]4[CH:25]=[N:26][N:27]5[CH:32]=[CH:31][CH:30]=[CH:29][C:28]=45)[CH:21]=[CH:20][N:19]=3)=[CH:12][C:13]=2[NH2:14])[CH2:4]1. The yield is 0.820. (6) The product is [Cl:1][C:2]1[CH:10]=[C:9]([N+:11]([O-:13])=[O:12])[C:8]([N+:14]([O-:16])=[O:15])=[CH:7][C:3]=1[C:4]([NH:24][CH:21]1[CH2:23][CH2:22]1)=[O:6]. The catalyst is ClCCCl. The yield is 0.810. The reactants are [Cl:1][C:2]1[CH:10]=[C:9]([N+:11]([O-:13])=[O:12])[C:8]([N+:14]([O-:16])=[O:15])=[CH:7][C:3]=1[C:4]([OH:6])=O.S(Cl)(Cl)=O.[CH:21]1([NH2:24])[CH2:23][CH2:22]1.